This data is from Forward reaction prediction with 1.9M reactions from USPTO patents (1976-2016). The task is: Predict the product of the given reaction. (1) Given the reactants [Cl:1][C:2]1[CH:7]=[CH:6][CH:5]=[C:4]([F:8])[C:3]=1[C:9]1[C:13]([C:14]([NH:16][NH2:17])=[O:15])=[C:12]([C:18]2[C:19]([C:30]([F:33])([F:32])[F:31])=[N:20][N:21]([C:23]3[CH:28]=[CH:27][CH:26]=[C:25]([F:29])[CH:24]=3)[CH:22]=2)[O:11][N:10]=1.[F:34][C:35]([F:46])([F:45])[C:36](O[C:36](=O)[C:35]([F:46])([F:45])[F:34])=O.O1C=NN=C1, predict the reaction product. The product is: [Cl:1][C:2]1[CH:7]=[CH:6][CH:5]=[C:4]([F:8])[C:3]=1[C:9]1[C:13]([C:14]2[O:15][C:36]([C:35]([F:46])([F:45])[F:34])=[N:17][N:16]=2)=[C:12]([C:18]2[C:19]([C:30]([F:32])([F:33])[F:31])=[N:20][N:21]([C:23]3[CH:28]=[CH:27][CH:26]=[C:25]([F:29])[CH:24]=3)[CH:22]=2)[O:11][N:10]=1. (2) The product is: [CH3:22][C:23]1[S:24][C:25]([C:31]2[CH:36]=[CH:35][CH:34]=[C:33]([C:37]([F:40])([F:38])[F:39])[CH:32]=2)=[C:26]([C:28]([N:3]2[CH2:4][C@H:5]3[C@H:1]([CH2:8][CH2:7][CH2:6]3)[C@H:2]2[CH2:9][NH:10][C:11]([C:13]2[N:20]3[C:16]([S:17][CH:18]=[CH:19]3)=[N:15][C:14]=2[CH3:21])=[O:12])=[O:29])[N:27]=1. Given the reactants [C@H:1]12[CH2:8][CH2:7][CH2:6][C@H:5]1[CH2:4][NH:3][C@@H:2]2[CH2:9][NH:10][C:11]([C:13]1[N:20]2[C:16]([S:17][CH:18]=[CH:19]2)=[N:15][C:14]=1[CH3:21])=[O:12].[CH3:22][C:23]1[S:24][C:25]([C:31]2[CH:36]=[CH:35][CH:34]=[C:33]([C:37]([F:40])([F:39])[F:38])[CH:32]=2)=[C:26]([C:28](O)=[O:29])[N:27]=1, predict the reaction product. (3) Given the reactants [CH3:1][CH:2]1[CH2:7][CH2:6][N:5]([C:8]2[N:9]([C:16]3[C:21]([F:22])=[CH:20][C:19](F)=[CH:18][C:17]=3[F:24])[C:10]([S:14][CH3:15])=[N:11][C:12]=2[CH3:13])[CH2:4][CH2:3]1.[CH3:25][O-:26].[Na+].Cl, predict the reaction product. The product is: [F:22][C:21]1[CH:20]=[C:19]([O:26][CH3:25])[CH:18]=[C:17]([F:24])[C:16]=1[N:9]1[C:8]([N:5]2[CH2:4][CH2:3][CH:2]([CH3:1])[CH2:7][CH2:6]2)=[C:12]([CH3:13])[N:11]=[C:10]1[S:14][CH3:15]. (4) The product is: [N:1]1[CH:6]=[CH:5][CH:4]=[N:3][C:2]=1[S:7][C:8]1[CH:13]=[CH:12][CH:11]=[CH:10][C:9]=1[NH:14][CH:21]1[CH2:22][CH2:23][N:18]([C:15](=[O:17])[CH3:16])[CH2:19][CH2:20]1. Given the reactants [N:1]1[CH:6]=[CH:5][CH:4]=[N:3][C:2]=1[S:7][C:8]1[CH:13]=[CH:12][CH:11]=[CH:10][C:9]=1[NH2:14].[C:15]([N:18]1[CH2:23][CH2:22][CH2:21][CH2:20][C:19]1=O)(=[O:17])[CH3:16].C(O)(=O)C.[BH-](OC(C)=O)(OC(C)=O)OC(C)=O.[Na+], predict the reaction product. (5) Given the reactants [CH:1]1([CH2:4][O:5][C:6]2[CH:11]=[CH:10][C:9]([CH3:12])=[CH:8][C:7]=2[C:13]2[C:14]3[NH:21][CH:20]=[C:19]([C:22]([OH:24])=O)[C:15]=3[N:16]=[CH:17][N:18]=2)[CH2:3][CH2:2]1.[C:25]([O:29][C:30]([N:32]1[CH2:37][CH2:36][CH:35]([NH2:38])[CH2:34][CH2:33]1)=[O:31])([CH3:28])([CH3:27])[CH3:26], predict the reaction product. The product is: [C:25]([O:29][C:30]([N:32]1[CH2:37][CH2:36][CH:35]([NH:38][C:22]([C:19]2[C:15]3[N:16]=[CH:17][N:18]=[C:13]([C:7]4[CH:8]=[C:9]([CH3:12])[CH:10]=[CH:11][C:6]=4[O:5][CH2:4][CH:1]4[CH2:3][CH2:2]4)[C:14]=3[NH:21][CH:20]=2)=[O:24])[CH2:34][CH2:33]1)=[O:31])([CH3:28])([CH3:26])[CH3:27]. (6) Given the reactants [C:6](O[C:6](=[O:9])[CH2:7][CH3:8])(=[O:9])[CH2:7][CH3:8].[Cl:10][CH2:11][C@@H:12]([OH:36])[CH2:13][O:14][C:15]1[CH:20]=[CH:19][C:18]([C:21]([C:24]2[CH:35]=[CH:34][C:27]([O:28][CH2:29][C@H:30]([OH:33])[CH2:31][OH:32])=[CH:26][CH:25]=2)([CH3:23])[CH3:22])=[CH:17][CH:16]=1, predict the reaction product. The product is: [C:6]([O:32][CH2:31][C@@H:30]([O:33][C:6](=[O:9])[CH2:7][CH3:8])[CH2:29][O:28][C:27]1[CH:26]=[CH:25][C:24]([C:21]([C:18]2[CH:17]=[CH:16][C:15]([O:14][CH2:13][C@H:12]([O:36][C:6](=[O:9])[CH2:7][CH3:8])[CH2:11][Cl:10])=[CH:20][CH:19]=2)([CH3:23])[CH3:22])=[CH:35][CH:34]=1)(=[O:9])[CH2:7][CH3:8]. (7) Given the reactants Br[C:2]1[C:3]2[C:4]3[CH:18]=[CH:17][S:16][C:5]=3[C:6](=[O:15])[NH:7][C:8]=2[C:9]([CH3:14])=[CH:10][C:11]=1[O:12][CH3:13].[CH3:19][N:20]([C:31]1[CH:36]=[CH:35][C:34](B2OC(C)(C)C(C)(C)O2)=[CH:33][CH:32]=1)[CH2:21][CH2:22][NH:23][C:24](=[O:30])[O:25][C:26]([CH3:29])([CH3:28])[CH3:27], predict the reaction product. The product is: [CH3:13][O:12][C:11]1[CH:10]=[C:9]([CH3:14])[C:8]2[NH:7][C:6](=[O:15])[C:5]3[S:16][CH:17]=[CH:18][C:4]=3[C:3]=2[C:2]=1[C:34]1[CH:35]=[CH:36][C:31]([N:20]([CH3:19])[CH2:21][CH2:22][NH:23][C:24](=[O:30])[O:25][C:26]([CH3:27])([CH3:28])[CH3:29])=[CH:32][CH:33]=1.